Dataset: NCI-60 drug combinations with 297,098 pairs across 59 cell lines. Task: Regression. Given two drug SMILES strings and cell line genomic features, predict the synergy score measuring deviation from expected non-interaction effect. (1) Drug 1: CC=C1C(=O)NC(C(=O)OC2CC(=O)NC(C(=O)NC(CSSCCC=C2)C(=O)N1)C(C)C)C(C)C. Drug 2: CCC1=C2CN3C(=CC4=C(C3=O)COC(=O)C4(CC)O)C2=NC5=C1C=C(C=C5)O. Cell line: CCRF-CEM. Synergy scores: CSS=74.8, Synergy_ZIP=-0.243, Synergy_Bliss=-0.100, Synergy_Loewe=-2.16, Synergy_HSA=-0.856. (2) Drug 1: C1=C(C(=O)NC(=O)N1)F. Drug 2: C1C(C(OC1N2C=NC3=C(N=C(N=C32)Cl)N)CO)O. Cell line: OVCAR-8. Synergy scores: CSS=50.5, Synergy_ZIP=-10.4, Synergy_Bliss=-8.44, Synergy_Loewe=-1.39, Synergy_HSA=0.524.